Dataset: Peptide-MHC class II binding affinity with 134,281 pairs from IEDB. Task: Regression. Given a peptide amino acid sequence and an MHC pseudo amino acid sequence, predict their binding affinity value. This is MHC class II binding data. (1) The peptide sequence is PRTLNSPAIFQSSMT. The MHC is H-2-IAb with pseudo-sequence H-2-IAb. The binding affinity (normalized) is 0.601. (2) The MHC is DRB1_1302 with pseudo-sequence DRB1_1302. The binding affinity (normalized) is 0.236. The peptide sequence is NVFDEVIPTAFTVGK.